From a dataset of Full USPTO retrosynthesis dataset with 1.9M reactions from patents (1976-2016). Predict the reactants needed to synthesize the given product. Given the product [CH3:30][N:31]([CH3:36])[S:32]([N:22]1[CH:23]=[CH:24][C:20]([C:17]2[CH:18]=[C:19]3[C:14](=[CH:15][CH:16]=2)[N:13]([CH3:25])[C:12]2[N:26]([CH3:29])[C:27](=[O:28])[C:9]([C:3]4[CH:4]=[CH:5][C:6]([Cl:8])=[CH:7][C:2]=4[Cl:1])=[CH:10][C:11]3=2)=[N:21]1)(=[O:34])=[O:33], predict the reactants needed to synthesize it. The reactants are: [Cl:1][C:2]1[CH:7]=[C:6]([Cl:8])[CH:5]=[CH:4][C:3]=1[C:9]1[C:27](=[O:28])[N:26]([CH3:29])[C:12]2[N:13]([CH3:25])[C:14]3[C:19]([C:11]=2[CH:10]=1)=[CH:18][C:17]([C:20]1[NH:21][N:22]=[CH:23][CH:24]=1)=[CH:16][CH:15]=3.[CH3:30][N:31]([CH3:36])[S:32](Cl)(=[O:34])=[O:33].